This data is from Reaction yield outcomes from USPTO patents with 853,638 reactions. The task is: Predict the reaction yield, written as a fraction of the theoretical maximum amount of product (1.0 means a 100% yield; for example, 0.34 means a 34% yield). The yield is 0.770. No catalyst specified. The product is [C:25]([C:27]1([C:30]([NH:21][NH:20][C:18](=[O:19])[C:17]2[CH:22]=[CH:23][CH:24]=[C:15]([CH2:14][CH2:13][CH2:12][CH2:11][CH2:10][CH2:9][O:8][CH2:7][CH:1]3[CH2:6][CH2:5][CH2:4][CH2:3][CH2:2]3)[CH:16]=2)=[O:31])[CH2:29][CH2:28]1)#[N:26]. The reactants are [CH:1]1([CH2:7][O:8][CH2:9][CH2:10][CH2:11][CH2:12][CH2:13][CH2:14][C:15]2[CH:16]=[C:17]([CH:22]=[CH:23][CH:24]=2)[C:18]([NH:20][NH2:21])=[O:19])[CH2:6][CH2:5][CH2:4][CH2:3][CH2:2]1.[C:25]([C:27]1([C:30](O)=[O:31])[CH2:29][CH2:28]1)#[N:26].